This data is from Forward reaction prediction with 1.9M reactions from USPTO patents (1976-2016). The task is: Predict the product of the given reaction. Given the reactants [NH2:1][C:2]1[CH:3]=[CH:4][C:5]2[S:9][C:8]([CH3:10])=[N:7][C:6]=2[CH:11]=1.[Cl:12]N1C(=O)CCC1=O, predict the reaction product. The product is: [Cl:12][C:11]1[C:6]2[N:7]=[C:8]([CH3:10])[S:9][C:5]=2[CH:4]=[CH:3][C:2]=1[NH2:1].